Dataset: Forward reaction prediction with 1.9M reactions from USPTO patents (1976-2016). Task: Predict the product of the given reaction. (1) Given the reactants [NH2:1][C:2]1[CH:3]=[CH:4][C:5]([O:17][CH2:18][CH2:19][O:20][CH3:21])=[C:6]([N:8]([CH3:16])[C:9](=[O:15])[O:10][C:11]([CH3:14])([CH3:13])[CH3:12])[CH:7]=1.[CH2:22]([N:29]([CH2:40][C:41]1[CH:46]=[CH:45][CH:44]=[CH:43][CH:42]=1)[C:30]1[C:35]([N+:36]([O-:38])=[O:37])=[C:34](Cl)[N:33]=[CH:32][N:31]=1)[C:23]1[CH:28]=[CH:27][CH:26]=[CH:25][CH:24]=1.O, predict the reaction product. The product is: [CH2:40]([N:29]([CH2:22][C:23]1[CH:28]=[CH:27][CH:26]=[CH:25][CH:24]=1)[C:30]1[N:31]=[CH:32][N:33]=[C:34]([NH:1][C:2]2[CH:3]=[CH:4][C:5]([O:17][CH2:18][CH2:19][O:20][CH3:21])=[C:6]([N:8]([CH3:16])[C:9](=[O:15])[O:10][C:11]([CH3:14])([CH3:13])[CH3:12])[CH:7]=2)[C:35]=1[N+:36]([O-:38])=[O:37])[C:41]1[CH:42]=[CH:43][CH:44]=[CH:45][CH:46]=1. (2) Given the reactants [CH3:1][C:2]1([CH3:27])[C:6]([CH3:8])([CH3:7])[O:5][B:4]([C:9]2[CH:10]=[N:11][N:12]([CH:14]3[CH2:19][CH2:18][N:17](C(OC(C)(C)C)=O)[CH2:16][CH2:15]3)[CH:13]=2)[O:3]1.[ClH:28].CC(=O)OCC, predict the reaction product. The product is: [ClH:28].[CH3:1][C:2]1([CH3:27])[C:6]([CH3:7])([CH3:8])[O:5][B:4]([C:9]2[CH:10]=[N:11][N:12]([CH:14]3[CH2:19][CH2:18][NH:17][CH2:16][CH2:15]3)[CH:13]=2)[O:3]1. (3) Given the reactants [CH3:1][O:2][C:3](=[O:27])[C:4]1[CH:9]=[CH:8][C:7]([NH:10][C@@H:11]2[CH2:16][CH2:15][CH2:14][CH2:13][C@H:12]2[CH3:17])=[C:6]([NH:18][C:19](=O)[CH2:20][C:21]2[S:25][CH:24]=[N:23][CH:22]=2)[CH:5]=1.Cl, predict the reaction product. The product is: [CH3:1][O:2][C:3]([C:4]1[CH:9]=[CH:8][C:7]2[N:10]([C@@H:11]3[CH2:16][CH2:15][CH2:14][CH2:13][C@H:12]3[CH3:17])[C:19]([CH2:20][C:21]3[S:25][CH:24]=[N:23][CH:22]=3)=[N:18][C:6]=2[CH:5]=1)=[O:27].